From a dataset of Full USPTO retrosynthesis dataset with 1.9M reactions from patents (1976-2016). Predict the reactants needed to synthesize the given product. Given the product [C:49]([O:30][CH2:29][CH2:28][N:8]1[C:7](=[O:31])[NH:6][C:10]([C:11]2[C:19]3[C:14](=[N:15][CH:16]=[CH:17][CH:18]=3)[N:13]([CH2:20][C:21]3[CH:26]=[CH:25][CH:24]=[CH:23][C:22]=3[F:27])[N:12]=2)=[N:9]1)(=[O:51])[CH3:50], predict the reactants needed to synthesize it. The reactants are: COC1C=C(OC)C=CC=1C[N:6]1[C:10]([C:11]2[C:19]3[C:14](=[N:15][CH:16]=[CH:17][CH:18]=3)[N:13]([CH2:20][C:21]3[CH:26]=[CH:25][CH:24]=[CH:23][C:22]=3[F:27])[N:12]=2)=[N:9][N:8]([CH2:28][CH2:29][OH:30])[C:7]1=[O:31].S(=O)(=O)(O)O.C(=O)([O-])[O-].[Na+].[Na+].[C:49](O)(=[O:51])[CH3:50].